This data is from Full USPTO retrosynthesis dataset with 1.9M reactions from patents (1976-2016). The task is: Predict the reactants needed to synthesize the given product. (1) The reactants are: Br[C:2]1[CH:7]=[CH:6][C:5]([C@@H:8]([N:10]2[CH2:15][CH2:14][C@@:13]([C:20]3[CH:25]=[CH:24][C:23]([F:26])=[CH:22][CH:21]=3)([CH2:16][CH2:17][CH2:18][OH:19])[O:12][C:11]2=[O:27])[CH3:9])=[CH:4][CH:3]=1.Cl[C:29]1[N:30]=[N:31][CH:32]=[CH:33][CH:34]=1. Given the product [F:26][C:23]1[CH:24]=[CH:25][C:20]([C@:13]2([CH2:16][CH2:17][CH2:18][OH:19])[O:12][C:11](=[O:27])[N:10]([C@H:8]([C:5]3[CH:6]=[CH:7][C:2]([C:29]4[N:30]=[N:31][CH:32]=[CH:33][CH:34]=4)=[CH:3][CH:4]=3)[CH3:9])[CH2:15][CH2:14]2)=[CH:21][CH:22]=1, predict the reactants needed to synthesize it. (2) Given the product [CH3:3][O:4][C:5]1[C:10]2=[CH:11][N:12]=[C:13]([CH:15]3[CH2:18][C:17](=[O:19])[CH2:16]3)[N:9]2[N:8]=[CH:7][N:6]=1, predict the reactants needed to synthesize it. The reactants are: N#N.[CH3:3][O:4][C:5]1[N:6]=[CH:7][N:8]=[N:9][C:10]=1[CH2:11][NH:12][C:13]([CH:15]1[CH2:18][C:17](=[O:19])[CH2:16]1)=O.CC#N.O=P(Cl)(Cl)Cl. (3) Given the product [OH:3][CH:1]([C:4]1[CH:5]=[CH:6][C:7]2[O:12][CH2:11][C:10](=[O:13])[N:9]([CH2:14][CH2:15][N:16]3[CH2:21][CH2:20][CH:19]([NH:22][CH2:23][C:24]4[CH:25]=[CH:26][C:27]5[O:28][CH2:29][C:30](=[O:34])[NH:31][C:32]=5[N:33]=4)[CH2:18][CH2:17]3)[C:8]=2[CH:35]=1)[CH3:2], predict the reactants needed to synthesize it. The reactants are: [C:1]([C:4]1[CH:5]=[CH:6][C:7]2[O:12][CH2:11][C:10](=[O:13])[N:9]([CH2:14][CH2:15][N:16]3[CH2:21][CH2:20][CH:19]([NH:22][CH2:23][C:24]4[CH:25]=[CH:26][C:27]5[O:28][CH2:29][C:30](=[O:34])[NH:31][C:32]=5[N:33]=4)[CH2:18][CH2:17]3)[C:8]=2[CH:35]=1)(=[O:3])[CH3:2].[BH4-].[Na+].